The task is: Predict the reaction yield, written as a fraction of the theoretical maximum amount of product (1.0 means a 100% yield; for example, 0.34 means a 34% yield).. This data is from Reaction yield outcomes from USPTO patents with 853,638 reactions. The reactants are [CH3:1][O:2][CH2:3][CH2:4][O:5][C:6]1[CH:11]=[CH:10][C:9](/[CH:12]=[CH:13]/[C:14]([O:16]CC)=[O:15])=[C:8]([NH:19][C:20]2[CH:25]=[CH:24][C:23]([C:26]([F:29])([F:28])[F:27])=[CH:22][CH:21]=2)[CH:7]=1.[OH-].[Na+]. The catalyst is O1CCCC1.C(O)C. The product is [CH3:1][O:2][CH2:3][CH2:4][O:5][C:6]1[CH:11]=[CH:10][C:9](/[CH:12]=[CH:13]/[C:14]([OH:16])=[O:15])=[C:8]([NH:19][C:20]2[CH:21]=[CH:22][C:23]([C:26]([F:27])([F:28])[F:29])=[CH:24][CH:25]=2)[CH:7]=1. The yield is 0.720.